Dataset: Catalyst prediction with 721,799 reactions and 888 catalyst types from USPTO. Task: Predict which catalyst facilitates the given reaction. Reactant: Cl.[N:2]1[CH:7]=[CH:6][C:5]([C:8]2[CH:16]=CC(C(O)=O)=CN=2)=[CH:4][CH:3]=1.FC(F)(F)C(O)=O.[Cl:24][C:25]1[CH:26]=[C:27]2[C:32](=[CH:33][CH:34]=1)[CH:31]=[C:30]([S:35]([N:38]1[CH2:43]CNC[CH2:39]1)(=[O:37])=[O:36])[CH:29]=[CH:28]2.ON1C2C=CC=CC=2N=N1.CN1CCOCC1.Cl.[CH3:62][N:63]([CH3:72])[CH2:64][CH2:65][CH2:66][N:67]=[C:68]=NCC. Product: [ClH:24].[Cl:24][C:25]1[CH:26]=[C:27]2[C:32](=[CH:33][CH:34]=1)[CH:31]=[C:30]([S:35]([N:38]1[CH2:43][CH2:62][N:63]([CH2:64][C:65]3[C:8]([C:5]4[CH:4]=[CH:3][N:2]=[CH:7][CH:6]=4)=[CH:16][CH:68]=[N:67][CH:66]=3)[CH2:72][CH2:39]1)(=[O:36])=[O:37])[CH:29]=[CH:28]2. The catalyst class is: 120.